Dataset: HIV replication inhibition screening data with 41,000+ compounds from the AIDS Antiviral Screen. Task: Binary Classification. Given a drug SMILES string, predict its activity (active/inactive) in a high-throughput screening assay against a specified biological target. (1) The compound is Cc1ccc(S(=O)(=O)c2ccc([N+](=O)[O-])o2)cc1. The result is 0 (inactive). (2) The drug is CN(C)CCCNc1c2ccccc2[n+](O)c2ccccc12.Cl.[Cl-]. The result is 0 (inactive). (3) The compound is O=C1CCCCC1=Cc1ccccc1. The result is 0 (inactive). (4) The drug is CC(C)(C)C1CCC2c3c([nH]c4ccccc34)C3C(=O)N(c4ccc(F)cc4)C(=O)C3C2C1. The result is 0 (inactive). (5) The compound is COc1cc(C2c3cccc4cccc(c34)C3CCC(=O)N32)cc(O)c1O. The result is 1 (active). (6) The molecule is O=C(NN=Cc1ccccc1)c1c(F)c(F)c(F)c(F)c1F. The result is 0 (inactive). (7) The drug is CN1OC(CO)CC12C1CC3CC(C1)CC2C3. The result is 0 (inactive).